From a dataset of Catalyst prediction with 721,799 reactions and 888 catalyst types from USPTO. Predict which catalyst facilitates the given reaction. (1) Reactant: [CH3:1][O:2][C:3](=[O:34])[CH2:4][CH2:5][NH:6][C:7](=[O:33])[C:8]1[CH:13]=[CH:12][C:11]([CH:14]([O:19][C:20]2[CH:25]=[CH:24][C:23](Br)=[C:22]([CH:27]3[O:32][CH2:31][CH2:30][CH2:29][O:28]3)[CH:21]=2)[CH2:15][CH:16]([CH3:18])[CH3:17])=[CH:10][CH:9]=1.[F-].[K+].[CH:37]([C:40]1[CH:45]=[CH:44][C:43](B(O)O)=[CH:42][CH:41]=1)([CH3:39])[CH3:38]. Product: [CH3:1][O:2][C:3](=[O:34])[CH2:4][CH2:5][NH:6][C:7](=[O:33])[C:8]1[CH:13]=[CH:12][C:11]([CH:14]([O:19][C:20]2[CH:25]=[CH:24][C:23]([C:43]3[CH:44]=[CH:45][C:40]([CH:37]([CH3:39])[CH3:38])=[CH:41][CH:42]=3)=[C:22]([CH:27]3[O:32][CH2:31][CH2:30][CH2:29][O:28]3)[CH:21]=2)[CH2:15][CH:16]([CH3:18])[CH3:17])=[CH:10][CH:9]=1. The catalyst class is: 73. (2) The catalyst class is: 22. Product: [CH3:24][O:23][C:20]1[CH:21]=[C:22]2[C:17]([N:16]=[CH:15][C:14](=[O:25])[N:13]2[CH2:12][CH2:11][N:8]2[CH2:9][CH2:10][C:5](=[O:4])[CH2:6][CH:7]2[C:26]([NH:28][CH3:29])=[O:27])=[CH:18][CH:19]=1. Reactant: ClCCl.[OH:4][CH:5]1[CH2:10][CH2:9][N:8]([CH2:11][CH2:12][N:13]2[C:22]3[C:17](=[CH:18][CH:19]=[C:20]([O:23][CH3:24])[CH:21]=3)[N:16]=[CH:15][C:14]2=[O:25])[CH:7]([C:26]([NH:28][CH3:29])=[O:27])[CH2:6]1.CC(OI1(OC(C)=O)(OC(C)=O)OC(=O)C2C=CC=CC1=2)=O.C(=O)([O-])O.[Na+]. (3) Reactant: [C:1]([O:5][C:6](=[O:25])[NH:7][C:8]1[CH:13]=[CH:12][C:11]([C:14]2[CH:19]=[CH:18][C:17]([CH2:20][CH3:21])=[CH:16][CH:15]=2)=[CH:10][C:9]=1[N+:22]([O-])=O)([CH3:4])([CH3:3])[CH3:2]. Product: [C:1]([O:5][C:6](=[O:25])[NH:7][C:8]1[CH:13]=[CH:12][C:11]([C:14]2[CH:15]=[CH:16][C:17]([CH2:20][CH3:21])=[CH:18][CH:19]=2)=[CH:10][C:9]=1[NH2:22])([CH3:3])([CH3:2])[CH3:4]. The catalyst class is: 181. (4) Reactant: C(NC(C)C)(C)C.C([Li])CCC.[CH2:13]([Si:15](Cl)([CH2:18][CH3:19])[CH2:16][CH3:17])[CH3:14].[CH2:21]([Si:23]([O:28][C:29](=[O:39])[CH2:30][O:31][Si:32]([CH2:37][CH3:38])([CH2:35][CH3:36])[CH2:33][CH3:34])([CH2:26]C)[CH2:24]C)C. Product: [CH2:13]([Si:15]([CH2:18][CH3:19])([CH2:16][CH3:17])[O:39][C:29]([O:28][Si:23]([CH3:26])([CH3:24])[CH3:21])=[CH:30][O:31][Si:32]([CH2:37][CH3:38])([CH2:33][CH3:34])[CH2:35][CH3:36])[CH3:14]. The catalyst class is: 1. (5) Reactant: [C:1]1(=[O:6])[CH2:5][CH2:4][CH2:3][CH2:2]1.[CH:7](=O)[CH2:8][CH2:9][CH2:10][CH3:11].Cl. The catalyst class is: 611. Product: [CH:7](=[C:2]1[CH2:3][CH2:4][CH2:5][C:1]1=[O:6])[CH2:8][CH2:9][CH2:10][CH3:11]. (6) Reactant: [Cl:1][CH2:2][C:3](Cl)=[O:4].[NH:6]1[C:14]2[C:9](=[CH:10][CH:11]=[CH:12][CH:13]=2)[CH2:8][CH2:7]1.C(N(CC)CC)C. Product: [Cl:1][CH2:2][C:3]([N:6]1[C:14]2[C:9](=[CH:10][CH:11]=[CH:12][CH:13]=2)[CH2:8][CH2:7]1)=[O:4]. The catalyst class is: 4. (7) Reactant: [Br:1][C:2]1[CH:7]=[CH:6][C:5]([CH2:8][NH2:9])=[CH:4][CH:3]=1.[CH3:10][S:11](Cl)(=[O:13])=[O:12]. Product: [Br:1][C:2]1[CH:7]=[CH:6][C:5]([CH2:8][NH:9][S:11]([CH3:10])(=[O:13])=[O:12])=[CH:4][CH:3]=1. The catalyst class is: 529.